From a dataset of Full USPTO retrosynthesis dataset with 1.9M reactions from patents (1976-2016). Predict the reactants needed to synthesize the given product. (1) The reactants are: [CH3:1][O:2][P:3]([O:6]C)[O:4][CH3:5].[CH3:8][S:9][C:10]1[CH:17]=[CH:16][C:13]([CH2:14]Cl)=[CH:12][CH:11]=1. Given the product [CH3:1][O:2][P:3]([CH2:14][C:13]1[CH:16]=[CH:17][C:10]([S:9][CH3:8])=[CH:11][CH:12]=1)(=[O:6])[O:4][CH3:5], predict the reactants needed to synthesize it. (2) Given the product [Br:21][C:22]1[C:30]2[C:25](=[CH:26][CH:27]=[CH:28][CH:29]=2)[N:24]([CH2:1][C:3]2[CH:4]=[C:5]([C:9]3[CH:14]=[CH:13][C:12]([C:15]([O:17][CH3:18])=[O:16])=[CH:11][CH:10]=3)[CH:6]=[CH:7][CH:8]=2)[C:23]=1[C:31]([O:33][CH2:34][CH3:35])=[O:32], predict the reactants needed to synthesize it. The reactants are: [CH:1]([C:3]1[CH:4]=[C:5]([C:9]2[CH:14]=[CH:13][C:12]([C:15]([O:17][CH3:18])=[O:16])=[CH:11][CH:10]=2)[CH:6]=[CH:7][CH:8]=1)=O.[BH4-].[Na+].[Br:21][C:22]1[C:30]2[C:25](=[CH:26][CH:27]=[CH:28][CH:29]=2)[NH:24][C:23]=1[C:31]([O:33][CH2:34][CH3:35])=[O:32].C1C=CC(P(C2C=CC=CC=2)C2C=CC=CC=2)=CC=1.CC(OC(/N=N/C(OC(C)C)=O)=O)C. (3) Given the product [N:1]([C:4]1[CH:5]=[N:6][CH:7]=[CH:8][C:9]=1[C@H:10]1[CH2:15][CH2:14][CH2:13][C@@H:12]([N:16]2[C:24](=[O:25])[C:23]3[C:18](=[CH:19][CH:20]=[CH:21][CH:22]=3)[C:17]2=[O:26])[CH2:11]1)=[C:57]=[S:58].[N:27]([C:30]1[CH:31]=[N:32][CH:33]=[CH:34][C:35]=1[C@@H:36]1[CH2:41][CH2:40][CH2:39][C@H:38]([N:42]2[C:43](=[O:52])[C:44]3[C:49](=[CH:48][CH:47]=[CH:46][CH:45]=3)[C:50]2=[O:51])[CH2:37]1)=[C:57]=[S:59], predict the reactants needed to synthesize it. The reactants are: [N:1]([C:4]1[CH:5]=[N:6][CH:7]=[CH:8][C:9]=1[C@H:10]1[CH2:15][CH2:14][CH2:13][C@@H:12]([N:16]2[C:24](=[O:25])[C:23]3[C:18](=[CH:19][CH:20]=[CH:21][CH:22]=3)[C:17]2=[O:26])[CH2:11]1)=[N+]=[N-].[N:27]([C:30]1[CH:31]=[N:32][CH:33]=[CH:34][C:35]=1[C@@H:36]1[CH2:41][CH2:40][CH2:39][C@H:38]([N:42]2[C:50](=[O:51])[C:49]3[C:44](=[CH:45][CH:46]=[CH:47][CH:48]=3)[C:43]2=[O:52])[CH2:37]1)=[N+]=[N-].P(C)(C)C.[C:57](=[S:59])=[S:58]. (4) The reactants are: [Br:1][C:2]1[CH:3]=[C:4]([CH:8]=[CH:9][CH:10]=1)[C:5](O)=[O:6].C1N=C[N:13](C(N2C=NC=C2)=O)C=1.N. Given the product [Br:1][C:2]1[CH:3]=[C:4]([CH:8]=[CH:9][CH:10]=1)[C:5]([NH2:13])=[O:6], predict the reactants needed to synthesize it. (5) The reactants are: [NH2:1][C:2]1[N:7]=[C:6](/[C:8](=[C:11]2\[NH:12][C:13]3[CH:21]=[CH:20][CH:19]=[CH:18][C:14]=3[N:15]\2[CH2:16][CH3:17])/[C:9]#[N:10])[C:5]([CH3:22])=[CH:4][N:3]=1.[CH3:23][C:24]([O:27][C:28]([N:30]1[CH2:34][CH:33]([C:35](O)=[O:36])[CH2:32][CH2:31]1)=[O:29])([CH3:26])[CH3:25]. Given the product [C:9](/[C:8](=[C:11]1/[NH:12][C:13]2[CH:21]=[CH:20][CH:19]=[CH:18][C:14]=2[N:15]/1[CH2:16][CH3:17])/[C:6]1[C:5]([CH3:22])=[CH:4][N:3]=[C:2]([NH:1][C:35]([CH:33]2[CH2:32][CH2:31][N:30]([C:28]([O:27][C:24]([CH3:26])([CH3:25])[CH3:23])=[O:29])[CH2:34]2)=[O:36])[N:7]=1)#[N:10], predict the reactants needed to synthesize it. (6) The reactants are: [C:1]([O:5][CH:6]([C:11]1[C:12]([C:29]2[CH:34]=[CH:33][C:32]([CH3:35])=[CH:31][CH:30]=2)=[C:13]2[CH:20]=[CH:19][N:18]([CH2:21][C:22]3[CH:27]=[CH:26][C:25]([F:28])=[CH:24][CH:23]=3)[C:14]2=[N:15][C:16]=1[CH3:17])[C:7]([O:9]C)=[O:8])([CH3:4])([CH3:3])[CH3:2].[Li+].[OH-]. Given the product [C:1]([O:5][CH:6]([C:11]1[C:12]([C:29]2[CH:34]=[CH:33][C:32]([CH3:35])=[CH:31][CH:30]=2)=[C:13]2[CH:20]=[CH:19][N:18]([CH2:21][C:22]3[CH:23]=[CH:24][C:25]([F:28])=[CH:26][CH:27]=3)[C:14]2=[N:15][C:16]=1[CH3:17])[C:7]([OH:9])=[O:8])([CH3:4])([CH3:3])[CH3:2], predict the reactants needed to synthesize it. (7) The reactants are: [Cl:1][C:2]1[C:3]([F:14])=[C:4]([CH:11]=[CH:12][CH:13]=1)[C:5](N(OC)C)=[O:6].Br[Mg][C:17]1[CH:22]=[CH:21][C:20]([O:23][CH3:24])=[C:19]([Cl:25])[CH:18]=1. Given the product [Cl:1][C:2]1[C:3]([F:14])=[C:4]([C:5]([C:17]2[CH:22]=[CH:21][C:20]([O:23][CH3:24])=[C:19]([Cl:25])[CH:18]=2)=[O:6])[CH:11]=[CH:12][CH:13]=1, predict the reactants needed to synthesize it. (8) Given the product [CH:18]([N:13]1[CH2:14][CH2:15][N:10]([C:6]2[CH:7]=[CH:8][CH:9]=[C:4]([N+:1]([O-:3])=[O:2])[CH:5]=2)[C:11](=[O:16])[CH2:12]1)([CH3:20])[CH3:17], predict the reactants needed to synthesize it. The reactants are: [N+:1]([C:4]1[CH:5]=[C:6]([N:10]2[CH2:15][CH2:14][NH:13][CH2:12][C:11]2=[O:16])[CH:7]=[CH:8][CH:9]=1)([O-:3])=[O:2].[CH3:17][C:18]([CH3:20])=O.C(O)(=O)C.C(O[BH-](OC(=O)C)OC(=O)C)(=O)C.[Na+]. (9) Given the product [CH3:16][O:15][N:14]([CH3:13])[C:5](=[O:6])[C:4]1[CH:8]=[CH:9][C:10]([Cl:11])=[C:2]([Cl:1])[CH:3]=1, predict the reactants needed to synthesize it. The reactants are: [Cl:1][C:2]1[CH:3]=[C:4]([CH:8]=[CH:9][C:10]=1[Cl:11])[C:5](O)=[O:6].Cl.[CH3:13][NH:14][O:15][CH3:16].CN1CCOCC1.Cl.CN(C)CCCN=C=NCC.